Dataset: hERG potassium channel inhibition data for cardiac toxicity prediction from Karim et al.. Task: Regression/Classification. Given a drug SMILES string, predict its toxicity properties. Task type varies by dataset: regression for continuous values (e.g., LD50, hERG inhibition percentage) or binary classification for toxic/non-toxic outcomes (e.g., AMES mutagenicity, cardiotoxicity, hepatotoxicity). Dataset: herg_karim. (1) The molecule is Cc1ccccc1C(C)N1C2CCC1CC(Oc1cccc(C(N)=O)c1)C2. The result is 1 (blocker). (2) The molecule is COc1cc(N)c(Cl)cc1C(=O)N[C@H]1CCN(CCCn2cncn2)C[C@H]1OC. The result is 1 (blocker). (3) The drug is CC(C)n1nc(C(=O)NCC2CCN(CCc3ccc(C(=O)O)cc3)CC2)c2ccccc21. The result is 0 (non-blocker). (4) The drug is CC1(C)[C@H](Nc2c(C(N)=O)cnn3cc(-c4cc[nH]n4)cc23)CC[C@]1(C)N. The result is 0 (non-blocker). (5) The molecule is Cc1nc(-c2ccc(F)c(F)c2)nc(OCCCN2CCCCC2)c1Cl. The result is 1 (blocker). (6) The compound is O=C1N(CCN2CCC(C(F)(F)F)CC2)CCN1c1cccc(O)c1. The result is 0 (non-blocker). (7) The molecule is CCOC(=O)N1CCC(C)(CN2CC[C@H](N3C(=O)Cc4ccccc43)C2)CC1. The result is 1 (blocker).